This data is from CYP1A2 inhibition data for predicting drug metabolism from PubChem BioAssay. The task is: Regression/Classification. Given a drug SMILES string, predict its absorption, distribution, metabolism, or excretion properties. Task type varies by dataset: regression for continuous measurements (e.g., permeability, clearance, half-life) or binary classification for categorical outcomes (e.g., BBB penetration, CYP inhibition). Dataset: cyp1a2_veith. (1) The drug is CCOC(=O)C(C(=O)NCc1ccc(C)cc1)c1ncc(C(F)(F)F)cc1Cl. The result is 1 (inhibitor). (2) The result is 1 (inhibitor). The compound is COc1ccc2[nH]cc(CCNc3ncncc3-c3ccoc3)c2c1. (3) The compound is C/C(CCC(=O)OC[C@@H]1O[C@H](C#Cc2ccccc2)C=C[C@@H]1Oc1ccc(C)cc1)=N/O[C@@H](C)CN1CCCCc2nc(C)c(C)cc21. The result is 0 (non-inhibitor). (4) The molecule is CCOC(=O)N/N=C1/C[C@@H](O)[C@@H](O)[C@H]2[C@@H]1CC[C@@H]1C(=O)N([C@@H](C)c3ccccc3)C(=O)[C@H]12. The result is 0 (non-inhibitor).